This data is from Forward reaction prediction with 1.9M reactions from USPTO patents (1976-2016). The task is: Predict the product of the given reaction. (1) Given the reactants [C:1](Cl)(=[O:8])[C:2]1[CH:7]=[CH:6][CH:5]=[CH:4][CH:3]=1.FC(F)(F)C(O)=O.[CH2:17]([O:21][C:22]1[CH:27]=[C:26](/[CH:28]=[C:29](\[CH3:35])/[C:30]([O:32][CH2:33][CH3:34])=[O:31])[CH:25]=[CH:24][C:23]=1[C:36]1[CH:41]=[CH:40][CH:39]=[C:38]([CH2:42][NH:43][CH3:44])[CH:37]=1)[CH2:18][CH2:19][CH3:20].C(N(CC)CC)C.Cl, predict the reaction product. The product is: [C:1]([CH2:44][NH:43][CH2:42][C:38]1[CH:37]=[C:36]([C:23]2[CH:24]=[CH:25][C:26](/[CH:28]=[C:29](\[CH3:35])/[C:30]([O:32][CH2:33][CH3:34])=[O:31])=[CH:27][C:22]=2[O:21][CH2:17][CH2:18][CH2:19][CH3:20])[CH:41]=[CH:40][CH:39]=1)(=[O:8])[C:2]1[CH:7]=[CH:6][CH:5]=[CH:4][CH:3]=1. (2) The product is: [CH2:1]([C:3]1[N:7]([C:8]2[C:9]([CH3:18])=[C:10]([CH2:11][OH:12])[CH:15]=[CH:16][CH:17]=2)[C:6]2[C:19]([CH3:23])=[CH:20][CH:21]=[CH:22][C:5]=2[N:4]=1)[CH3:2]. Given the reactants [CH2:1]([C:3]1[N:7]([C:8]2[C:9]([CH3:18])=[C:10]([CH:15]=[CH:16][CH:17]=2)[C:11](OC)=[O:12])[C:6]2[C:19]([CH3:23])=[CH:20][CH:21]=[CH:22][C:5]=2[N:4]=1)[CH3:2].[H-].[Al+3].[Li+].[H-].[H-].[H-].O.O.O.O.O.O.O.O.O.O.[O-]S([O-])(=O)=O.[Na+].[Na+], predict the reaction product. (3) Given the reactants [CH2:1]([NH:3][C:4]([O:6][CH2:7][CH3:8])=[O:5])[CH3:2].[CH2:9]=[O:10], predict the reaction product. The product is: [CH2:1]([N:3]([CH2:9][OH:10])[C:4]([O:6][CH2:7][CH3:8])=[O:5])[CH3:2]. (4) Given the reactants [CH3:1][O:2][C:3]1[CH:25]=[CH:24][C:6]([CH2:7][O:8][C:9]2[C:18](=[O:19])[C:17]3[C:12](=[C:13]([C:20]([NH2:22])=[O:21])[CH:14]=[CH:15][CH:16]=3)[N:11]([CH3:23])[CH:10]=2)=[CH:5][CH:4]=1.[H-].[Na+].Cl.Cl[CH2:30][CH2:31][N:32]1[CH2:36][CH2:35][CH2:34][CH2:33]1.C(N(CC)CC)C, predict the reaction product. The product is: [CH3:1][O:2][C:3]1[CH:4]=[CH:5][C:6]([CH2:7][O:8][C:9]2[C:18](=[O:19])[C:17]3[C:12](=[C:13]([C:20]([NH:22][CH2:30][CH2:31][N:32]4[CH2:36][CH2:35][CH2:34][CH2:33]4)=[O:21])[CH:14]=[CH:15][CH:16]=3)[N:11]([CH3:23])[CH:10]=2)=[CH:24][CH:25]=1. (5) Given the reactants I[C:2]1[C:10]2[O:9][CH:8]=[CH:7][C:6]=2[CH:5]=[C:4]([N+:11]([O-:13])=[O:12])[CH:3]=1.[CH3:14][N:15]([CH3:19])[CH2:16][CH2:17][NH2:18].CC1(C)C2C(=C(P(C3C=CC=CC=3)C3C=CC=CC=3)C=CC=2)OC2C(P(C3C=CC=CC=3)C3C=CC=CC=3)=CC=CC1=2.C([O-])([O-])=O.[Cs+].[Cs+], predict the reaction product. The product is: [CH3:14][N:15]([CH3:19])[CH2:16][CH2:17][NH:18][C:2]1[C:10]2[O:9][CH:8]=[CH:7][C:6]=2[CH:5]=[C:4]([N+:11]([O-:13])=[O:12])[CH:3]=1. (6) The product is: [NH2:20][CH:5]1[CH2:6][CH2:7][C:2]([C:9]([F:12])([F:11])[F:10])([OH:1])[CH2:3][CH2:4]1. Given the reactants [OH:1][C:2]1([C:9]([F:12])([F:11])[F:10])[CH2:7][CH2:6][C:5](=O)[CH2:4][CH2:3]1.C([NH2:20])C1C=CC=CC=1.[BH-](OC(C)=O)(OC(C)=O)OC(C)=O.[Na+].C(O)(=O)C.[OH-].[Na+], predict the reaction product. (7) Given the reactants [Cl:1][C:2]1[C:3]([F:28])=[C:4]([CH:8]2[C:12]([C:15]3[CH:20]=[CH:19][C:18]([Cl:21])=[CH:17][C:16]=3[F:22])([C:13]#[N:14])[CH:11]([CH2:23][C:24]([CH3:27])([CH3:26])[CH3:25])[CH2:10][NH:9]2)[CH:5]=[CH:6][CH:7]=1.[CH2:29]([O:31][C:32](=[O:37])[CH2:33][N:34]=[C:35]=[O:36])[CH3:30], predict the reaction product. The product is: [CH2:29]([O:31][C:32](=[O:37])[CH2:33][NH:34][C:35]([N:9]1[CH2:10][C@@H:11]([CH2:23][C:24]([CH3:25])([CH3:27])[CH3:26])[C@@:12]([C:15]2[CH:20]=[CH:19][C:18]([Cl:21])=[CH:17][C:16]=2[F:22])([C:13]#[N:14])[C@H:8]1[C:4]1[CH:5]=[CH:6][CH:7]=[C:2]([Cl:1])[C:3]=1[F:28])=[O:36])[CH3:30].